Dataset: Catalyst prediction with 721,799 reactions and 888 catalyst types from USPTO. Task: Predict which catalyst facilitates the given reaction. (1) Product: [NH2:8][C:5]1[CH:6]=[CH:7][C:2]([F:1])=[C:3]([C:11]2[N:18]=[CH:17][CH:16]=[CH:15][C:12]=2[C:13]#[N:14])[CH:4]=1. The catalyst class is: 865. Reactant: [F:1][C:2]1[CH:7]=[CH:6][C:5]([N+:8]([O-])=O)=[CH:4][C:3]=1[C:11]1[N:18]=[CH:17][CH:16]=[CH:15][C:12]=1[C:13]#[N:14].C(OCC)(=O)C.[H][H]. (2) Reactant: [Cl:1][C:2]1[CH:10]=[C:9]2[C:5]([C:6]([C:11]3[N:16]=[C:15]4[C:17]([C:20](O)=[O:21])=[CH:18][NH:19][C:14]4=[N:13][CH:12]=3)=[N:7][NH:8]2)=[CH:4][CH:3]=1.[NH2:23][C@@H:24]([CH3:27])[CH2:25][OH:26].CCN=C=NCCCN(C)C.C1C=CC2N(O)N=NC=2C=1.CCN(C(C)C)C(C)C. Product: [Cl:1][C:2]1[CH:10]=[C:9]2[C:5]([C:6]([C:11]3[N:16]=[C:15]4[C:17]([C:20]([NH:23][C@@H:24]([CH3:27])[CH2:25][OH:26])=[O:21])=[CH:18][NH:19][C:14]4=[N:13][CH:12]=3)=[N:7][NH:8]2)=[CH:4][CH:3]=1. The catalyst class is: 18.